From a dataset of Forward reaction prediction with 1.9M reactions from USPTO patents (1976-2016). Predict the product of the given reaction. (1) Given the reactants [CH3:1][C:2]([C:13]1[CH:18]=[CH:17][C:16]([N+:19]([O-])=O)=[CH:15][CH:14]=1)([C:8]([O:10][CH2:11][CH3:12])=[O:9])[C:3]([O:5][CH2:6][CH3:7])=[O:4], predict the reaction product. The product is: [NH2:19][C:16]1[CH:17]=[CH:18][C:13]([C:2]([CH3:1])([C:3]([O:5][CH2:6][CH3:7])=[O:4])[C:8]([O:10][CH2:11][CH3:12])=[O:9])=[CH:14][CH:15]=1. (2) Given the reactants [C:1]([C:4]1[CH:9]=[CH:8][C:7]([N:10]2[C:14]([C:15]3[CH:20]=[C:19]([C:21]([CH3:24])([CH3:23])[CH3:22])[N:18]=[C:17]([C:25]([CH3:28])([CH3:27])[CH3:26])[CH:16]=3)=[CH:13][C:12]([C:29]3[CH:38]=[CH:37][C:32]([C:33]([O:35]C)=[O:34])=[CH:31][CH:30]=3)=[N:11]2)=[CH:6][CH:5]=1)(=[O:3])[NH2:2].[Li+].[OH-].Cl, predict the reaction product. The product is: [C:1]([C:4]1[CH:5]=[CH:6][C:7]([N:10]2[C:14]([C:15]3[CH:20]=[C:19]([C:21]([CH3:22])([CH3:23])[CH3:24])[N:18]=[C:17]([C:25]([CH3:28])([CH3:27])[CH3:26])[CH:16]=3)=[CH:13][C:12]([C:29]3[CH:38]=[CH:37][C:32]([C:33]([OH:35])=[O:34])=[CH:31][CH:30]=3)=[N:11]2)=[CH:8][CH:9]=1)(=[O:3])[NH2:2]. (3) The product is: [Cl:1][C:2]1[CH:7]=[CH:6][CH:5]=[C:4]([Cl:8])[C:3]=1[CH:9]1[C:14]([C:15]([O:17][CH3:18])=[O:16])=[C:13]([CH2:19][CH2:20][C:21]2[S:22][CH:23]=[CH:24][N:25]=2)[NH:12][C:11]([CH2:26][C:27]([N:46]2[CH2:45][CH2:44][N:43]([CH:38]3[CH2:39][CH:40]4[CH:35]([CH3:34])[CH:36]([CH2:42][CH2:41]4)[CH2:37]3)[CH2:48][CH2:47]2)=[O:28])=[C:10]1[C:30]([O:32][CH3:33])=[O:31]. Given the reactants [Cl:1][C:2]1[CH:7]=[CH:6][CH:5]=[C:4]([Cl:8])[C:3]=1[CH:9]1[C:14]([C:15]([O:17][CH3:18])=[O:16])=[C:13]([CH2:19][CH2:20][C:21]2[S:22][CH:23]=[CH:24][N:25]=2)[NH:12][C:11]([CH2:26][C:27](O)=[O:28])=[C:10]1[C:30]([O:32][CH3:33])=[O:31].[CH3:34][CH:35]1[CH:40]2[CH2:41][CH2:42][CH:36]1[CH2:37][CH:38]([N:43]1[CH2:48][CH2:47][NH:46][CH2:45][CH2:44]1)[CH2:39]2.O, predict the reaction product. (4) Given the reactants N#N.[CH2:3]([O:5][C:6]([C:8]1[N:9]=[C:10]([CH2:13][OH:14])[O:11][CH:12]=1)=[O:7])[CH3:4].CCN(CC)CC.[S:22](Cl)([CH3:25])(=[O:24])=[O:23], predict the reaction product. The product is: [CH2:3]([O:5][C:6]([C:8]1[N:9]=[C:10]([CH2:13][O:14][S:22]([CH3:25])(=[O:24])=[O:23])[O:11][CH:12]=1)=[O:7])[CH3:4].